Dataset: Catalyst prediction with 721,799 reactions and 888 catalyst types from USPTO. Task: Predict which catalyst facilitates the given reaction. (1) Reactant: [CH3:1][O:2][C:3]1[C:4]([CH2:16][O:17][C:18]2[CH:23]=[CH:22][C:21]([C:24]3[CH:28]=[CH:27][NH:26][N:25]=3)=[CH:20][C:19]=2[CH3:29])=[C:5]([N:9]2[C:13](=[O:14])[N:12]([CH3:15])[N:11]=[N:10]2)[CH:6]=[CH:7][CH:8]=1.[CH3:30][S:31](Cl)(=[O:33])=[O:32].O1CCCC1.N1C=CC=CC=1. Product: [CH3:1][O:2][C:3]1[C:4]([CH2:16][O:17][C:18]2[CH:23]=[CH:22][C:21]([C:24]3[CH:28]=[CH:27][N:26]([S:31]([CH3:30])(=[O:33])=[O:32])[N:25]=3)=[CH:20][C:19]=2[CH3:29])=[C:5]([N:9]2[C:13](=[O:14])[N:12]([CH3:15])[N:11]=[N:10]2)[CH:6]=[CH:7][CH:8]=1. The catalyst class is: 6. (2) Reactant: [OH-].[Na+].[Cl:3][C:4]1[CH:9]=[CH:8][C:7]([C@H:10]2[C@@H:15]([C:16]3[CH:21]=[CH:20][C:19]([Cl:22])=[CH:18][CH:17]=3)[N:14]([C@H:23]([CH2:29][CH2:30][CH3:31])[C:24]([O:26]CC)=[O:25])[C:13](=[O:32])[CH2:12][O:11]2)=[CH:6][CH:5]=1.Cl. Product: [Cl:3][C:4]1[CH:9]=[CH:8][C:7]([C@H:10]2[C@@H:15]([C:16]3[CH:21]=[CH:20][C:19]([Cl:22])=[CH:18][CH:17]=3)[N:14]([C@H:23]([CH2:29][CH2:30][CH3:31])[C:24]([OH:26])=[O:25])[C:13](=[O:32])[CH2:12][O:11]2)=[CH:6][CH:5]=1. The catalyst class is: 1. (3) Product: [F:40][C:41]1[C:46]([F:47])=[CH:45][C:44]2[NH:48][C:2]([NH:1][C:4]3[CH:24]=[CH:23][C:7]([O:8][C:9]4[C:14]([C:15]5[CH:20]=[CH:19][N:18]=[C:17]([S:21][CH3:22])[N:16]=5)=[CH:13][CH:12]=[CH:11][N:10]=4)=[CH:6][CH:5]=3)=[N:49][C:43]=2[CH:42]=1. Reactant: [N:1]([C:4]1[CH:24]=[CH:23][C:7]([O:8][C:9]2[C:14]([C:15]3[CH:20]=[CH:19][N:18]=[C:17]([S:21][CH3:22])[N:16]=3)=[CH:13][CH:12]=[CH:11][N:10]=2)=[CH:6][CH:5]=1)=[C:2]=S.C1CCC(N=C=NC2CCCCC2)CC1.[F:40][C:41]1[CH:42]=[C:43]([NH2:49])[C:44]([NH2:48])=[CH:45][C:46]=1[F:47].C1COCC1. The catalyst class is: 2. (4) Reactant: Br[C:2]1[CH:7]=[CH:6][C:5]([C:8]2([C:11]([N:13]3[CH2:17][CH2:16][C@@:15]4([C:21]5[CH:22]=[CH:23][CH:24]=[CH:25][C:20]=5[C:19](=[O:26])[O:18]4)[CH2:14]3)=[O:12])[CH2:10][CH2:9]2)=[CH:4][CH:3]=1.O1CCOCC1.C(P(C(C)(C)C)C(C)(C)C)(C)(C)C.[F-].[K+].Br[C:49]1[CH:54]=[CH:53][C:52]([CH3:55])=[CH:51][N:50]=1. Product: [CH3:55][C:52]1[CH:53]=[CH:54][C:49]([C:2]2[CH:3]=[CH:4][C:5]([C:8]3([C:11]([N:13]4[CH2:17][CH2:16][C@@:15]5([C:21]6[CH:22]=[CH:23][CH:24]=[CH:25][C:20]=6[C:19](=[O:26])[O:18]5)[CH2:14]4)=[O:12])[CH2:9][CH2:10]3)=[CH:6][CH:7]=2)=[N:50][CH:51]=1. The catalyst class is: 110.